This data is from Forward reaction prediction with 1.9M reactions from USPTO patents (1976-2016). The task is: Predict the product of the given reaction. (1) The product is: [Cl:1][C:2]1[CH:27]=[CH:26][C:5]([CH2:6][C:7]2[C:8]([C@H:10]3[CH2:14][CH2:13][CH2:12][N:11]3[C:15]([O:17][C:18]([CH3:21])([CH3:20])[CH3:19])=[O:16])=[N:29][N:23]([CH3:24])[CH:22]=2)=[CH:4][CH:3]=1. Given the reactants [Cl:1][C:2]1[CH:27]=[CH:26][C:5]([CH2:6][C:7](=[CH:22][N:23](C)[CH3:24])[C:8]([C@H:10]2[CH2:14][CH2:13][CH2:12][N:11]2[C:15]([O:17][C:18]([CH3:21])([CH3:20])[CH3:19])=[O:16])=O)=[CH:4][CH:3]=1.C[NH:29]N, predict the reaction product. (2) Given the reactants [CH2:1]([C:3]1[CH:8]=[CH:7][C:6]([C@@H:9]([O:13][C:14]2[CH:15]=[C:16]3[C:20](=[CH:21][CH:22]=2)[N:19]([C:23]2[CH:28]=[CH:27][C:26]([F:29])=[CH:25][CH:24]=2)[N:18]=[CH:17]3)[C@@H:10]([NH2:12])[CH3:11])=[CH:5][CH:4]=1)[CH3:2].[F:30][CH2:31][C:32](Cl)=[O:33], predict the reaction product. The product is: [CH2:1]([C:3]1[CH:4]=[CH:5][C:6]([C@@H:9]([O:13][C:14]2[CH:15]=[C:16]3[C:20](=[CH:21][CH:22]=2)[N:19]([C:23]2[CH:24]=[CH:25][C:26]([F:29])=[CH:27][CH:28]=2)[N:18]=[CH:17]3)[C@@H:10]([NH:12][C:32](=[O:33])[CH2:31][F:30])[CH3:11])=[CH:7][CH:8]=1)[CH3:2]. (3) Given the reactants C([N:8](CC1C=CC=CC=1)[C@H:9]1[CH2:14][CH2:13][C@@H:12]([N:15]2[CH2:20][CH2:19][N:18]([CH:21]3[CH2:23][CH2:22]3)[CH2:17][CH:16]2C)[CH2:11][CH2:10]1)C1C=CC=CC=1.[CH3:32]O, predict the reaction product. The product is: [CH:23]1([CH2:21][N:18]2[CH2:17][CH2:16][N:15]([C@@H:12]3[CH2:11][CH2:10][C@H:9]([NH2:8])[CH2:14][CH2:13]3)[CH2:20][CH2:19]2)[CH2:22][CH2:32]1. (4) Given the reactants [C:1](=[O:33])(OC1C=CC([N+]([O-])=O)=CC=1)[O:2][CH2:3][CH2:4][NH:5][C:6](=[O:22])[C:7]1[CH:12]=[C:11]([NH:13][C:14]([O:16][C:17]([CH3:20])([CH3:19])[CH3:18])=[O:15])[CH:10]=[CH:9][C:8]=1[OH:21].[CH2:34]([O:41][C:42]1[CH:53]=[CH:52][C:51]([O:54][CH2:55][C:56]2[CH:61]=[CH:60][CH:59]=[CH:58][CH:57]=2)=[CH:50][C:43]=1[C:44]([NH:46][CH2:47][CH2:48][NH2:49])=[O:45])[C:35]1[CH:40]=[CH:39][CH:38]=[CH:37][CH:36]=1, predict the reaction product. The product is: [CH2:34]([O:41][C:42]1[CH:53]=[CH:52][C:51]([O:54][CH2:55][C:56]2[CH:61]=[CH:60][CH:59]=[CH:58][CH:57]=2)=[CH:50][C:43]=1[C:44]([NH:46][CH2:47][CH2:48][NH:49][C:1](=[O:33])[O:2][CH2:3][CH2:4][NH:5][C:6](=[O:22])[C:7]1[CH:12]=[C:11]([NH:13][C:14]([O:16][C:17]([CH3:18])([CH3:19])[CH3:20])=[O:15])[CH:10]=[CH:9][C:8]=1[OH:21])=[O:45])[C:35]1[CH:36]=[CH:37][CH:38]=[CH:39][CH:40]=1. (5) Given the reactants [CH:1]1([C:6]([O:8][CH3:9])=[O:7])[CH2:5][CH2:4][CH2:3][CH2:2]1.[Li+].CC([N-]C(C)C)C.Br.Br[CH2:20][CH2:21][N:22]([CH2:25][CH3:26])[CH2:23][CH3:24], predict the reaction product. The product is: [CH2:21]([N:22]([CH2:25][CH3:26])[CH2:23][CH2:24][C:1]1([C:6]([O:8][CH3:9])=[O:7])[CH2:5][CH2:4][CH2:3][CH2:2]1)[CH3:20]. (6) Given the reactants [S:1]1[C:5]2[CH:6]=[CH:7][CH:8]=[CH:9][C:4]=2[CH:3]=[C:2]1[C:10]([NH:12][C@H:13]([C:18]([OH:20])=O)[CH2:14][CH:15]([CH3:17])[CH3:16])=[O:11].[NH2:21][CH2:22][C@H:23]1[O:27][C:26]([CH3:29])([CH3:28])[O:25][C@@H:24]1[CH2:30][NH:31][S:32]([C:35]1[CH:40]=[CH:39][C:38]([Cl:41])=[CH:37][C:36]=1[Cl:42])(=[O:34])=[O:33].CN1CCOCC1.CCN=C=NCCCN(C)C.Cl, predict the reaction product. The product is: [Cl:42][C:36]1[CH:37]=[C:38]([Cl:41])[CH:39]=[CH:40][C:35]=1[S:32]([NH:31][CH2:30][C@H:24]1[O:25][C:26]([CH3:28])([CH3:29])[O:27][C@@H:23]1[CH2:22][NH:21][C:18]([C@@H:13]([NH:12][C:10]([C:2]1[S:1][C:5]2[CH:6]=[CH:7][CH:8]=[CH:9][C:4]=2[CH:3]=1)=[O:11])[CH2:14][CH:15]([CH3:16])[CH3:17])=[O:20])(=[O:34])=[O:33]. (7) Given the reactants [OH:1][C:2]1([C:6]2[S:7][C:8]([C:11]3[CH:12]=[C:13]([NH:18][C:19]4[N:24]=[C:23]([O:25][CH:26]5[CH2:29][N:28](C(OC(C)(C)C)=O)[CH2:27]5)[CH:22]=[CH:21][N:20]=4)[CH:14]=[C:15]([CH3:17])[CH:16]=3)=[CH:9][N:10]=2)[CH2:5][CH2:4][CH2:3]1.FC(F)(F)C(O)=O, predict the reaction product. The product is: [NH:28]1[CH2:27][CH:26]([O:25][C:23]2[CH:22]=[CH:21][N:20]=[C:19]([NH:18][C:13]3[CH:12]=[C:11]([C:8]4[S:7][C:6]([C:2]5([OH:1])[CH2:5][CH2:4][CH2:3]5)=[N:10][CH:9]=4)[CH:16]=[C:15]([CH3:17])[CH:14]=3)[N:24]=2)[CH2:29]1.